This data is from Full USPTO retrosynthesis dataset with 1.9M reactions from patents (1976-2016). The task is: Predict the reactants needed to synthesize the given product. (1) Given the product [O:16]1[C:17]2([CH2:18][CH2:19][CH:20]([N:23]3[C:28](=[O:29])[C:27]([CH2:30][C:31]4[CH:36]=[CH:35][C:34]([C:37]5[CH:42]=[CH:41][CH:40]=[CH:39][C:38]=5[C:43]5[NH:3][C:4](=[O:7])[O:5][N:44]=5)=[CH:33][CH:32]=4)=[C:26]([CH2:45][CH2:46][CH3:47])[N:25]4[N:48]=[CH:49][N:50]=[C:24]34)[CH2:21][CH2:22]2)[O:13][CH2:14][CH2:15]1, predict the reactants needed to synthesize it. The reactants are: [Cl-].O[NH3+:3].[C:4](=[O:7])([O-])[OH:5].[Na+].CS(C)=O.[O:13]1[C:17]2([CH2:22][CH2:21][CH:20]([N:23]3[C:28](=[O:29])[C:27]([CH2:30][C:31]4[CH:36]=[CH:35][C:34]([C:37]5[C:38]([C:43]#[N:44])=[CH:39][CH:40]=[CH:41][CH:42]=5)=[CH:33][CH:32]=4)=[C:26]([CH2:45][CH2:46][CH3:47])[N:25]4[N:48]=[CH:49][N:50]=[C:24]34)[CH2:19][CH2:18]2)[O:16][CH2:15][CH2:14]1. (2) Given the product [CH2:1]([N:4]([CH2:8][C:9]1[CH:10]=[CH:11][C:12]([NH:15][C:16](=[O:32])[C:17]2[CH:22]=[CH:21][C:20]([CH2:23][N:24]([CH2:25][C:26]3[N:27]([CH3:31])[CH:28]=[CH:29][N:30]=3)[CH2:38][C:35]3[N:36]=[CH:37][NH:33][N:34]=3)=[CH:19][CH:18]=2)=[CH:13][CH:14]=1)[CH2:5][CH2:6][CH3:7])[CH2:2][CH3:3], predict the reactants needed to synthesize it. The reactants are: [CH2:1]([N:4]([CH2:8][C:9]1[CH:14]=[CH:13][C:12]([NH:15][C:16](=[O:32])[C:17]2[CH:22]=[CH:21][C:20]([CH2:23][NH:24][CH2:25][C:26]3[N:27]([CH3:31])[CH:28]=[CH:29][N:30]=3)=[CH:19][CH:18]=2)=[CH:11][CH:10]=1)[CH2:5][CH2:6][CH3:7])[CH2:2][CH3:3].[NH:33]1[CH:37]=[N:36][C:35]([CH:38]=O)=[N:34]1.C([BH3-])#N.[Na+].C(O)(=O)C. (3) Given the product [N:1]1[CH:2]=[CH:3][C:4]([CH2:7][CH2:8][CH2:9][N:15]2[C:11](=[O:21])[C:12]3[C:13](=[CH:17][CH:18]=[CH:19][CH:20]=3)[C:14]2=[O:16])=[CH:5][CH:6]=1, predict the reactants needed to synthesize it. The reactants are: [N:1]1[CH:6]=[CH:5][C:4]([CH2:7][CH2:8][CH2:9]O)=[CH:3][CH:2]=1.[C:11]1(=[O:21])[NH:15][C:14](=[O:16])[C:13]2=[CH:17][CH:18]=[CH:19][CH:20]=[C:12]12.C1(P(C2C=CC=CC=2)C2C=CC=CC=2)C=CC=CC=1.N(C(OCC)=O)=NC(OCC)=O. (4) Given the product [CH3:1][C@H:2]1[NH:7][CH2:6][CH2:5][N:4]([C:19]2[CH:24]=[CH:23][C:22]([S:25]([C:28]([F:31])([F:30])[F:29])(=[O:27])=[O:26])=[CH:21][CH:20]=2)[CH2:3]1, predict the reactants needed to synthesize it. The reactants are: [CH3:1][C@H:2]1[NH:7][CH2:6][CH2:5][N:4](C2C=CC(S(C)(=O)=O)=CC=2)[CH2:3]1.Cl[C:19]1[CH:24]=[CH:23][C:22]([S:25]([C:28]([F:31])([F:30])[F:29])(=[O:27])=[O:26])=[CH:21][CH:20]=1. (5) Given the product [Si:24]([O:1][CH2:2][C:3]1[CH:14]=[CH:13][CH:12]=[CH:11][C:4]=1[C:5]([N:7]([O:9][CH3:10])[CH3:8])=[O:6])([C:20]([CH3:23])([CH3:22])[CH3:21])([CH3:27])[CH3:26], predict the reactants needed to synthesize it. The reactants are: [OH:1][CH2:2][C:3]1[CH:14]=[CH:13][CH:12]=[CH:11][C:4]=1[C:5]([N:7]([O:9][CH3:10])[CH3:8])=[O:6].N1C=CN=C1.[C:20]([Si:24]([CH3:27])([CH3:26])Cl)([CH3:23])([CH3:22])[CH3:21].O. (6) The reactants are: [C:1]1([C@H:7]([CH2:11][CH3:12])[C:8]([OH:10])=O)[CH:6]=[CH:5][CH:4]=[CH:3][CH:2]=1.ON1C2C=CC=CC=2N=N1.CN(C)CCCN=C=NCC.[CH2:34]([N:41]1[CH2:45][C@H:44]2[C@H:46]([NH2:49])[CH2:47][CH2:48][C@H:43]2[CH2:42]1)[C:35]1[CH:40]=[CH:39][CH:38]=[CH:37][CH:36]=1. Given the product [CH2:34]([N:41]1[CH2:45][C@H:44]2[C@H:46]([NH:49][C:8](=[O:10])[C@H:7]([C:1]3[CH:2]=[CH:3][CH:4]=[CH:5][CH:6]=3)[CH2:11][CH3:12])[CH2:47][CH2:48][C@H:43]2[CH2:42]1)[C:35]1[CH:36]=[CH:37][CH:38]=[CH:39][CH:40]=1, predict the reactants needed to synthesize it. (7) Given the product [Cl:22][C:19]1[CH:18]=[CH:17][C:16]([C:14]2[S:15][C:11]([C:9]([NH:8][CH2:7][CH:3]3[CH2:4][CH2:5][CH2:6][N:1]([C:25]4[CH:34]=[CH:33][CH:32]=[CH:31][C:26]=4[C:27]([O:29][CH3:30])=[O:28])[CH2:2]3)=[O:10])=[C:12]([CH3:23])[N:13]=2)=[CH:21][CH:20]=1, predict the reactants needed to synthesize it. The reactants are: [NH:1]1[CH2:6][CH2:5][CH2:4][CH:3]([CH2:7][NH:8][C:9]([C:11]2[S:15][C:14]([C:16]3[CH:21]=[CH:20][C:19]([Cl:22])=[CH:18][CH:17]=3)=[N:13][C:12]=2[CH3:23])=[O:10])[CH2:2]1.F[C:25]1[CH:34]=[CH:33][CH:32]=[CH:31][C:26]=1[C:27]([O:29][CH3:30])=[O:28].CS(C)=O.C(=O)([O-])[O-].[K+].[K+]. (8) Given the product [NH2:32][C:26]1[C:27]([NH:31][C:3](=[O:4])[CH:2]([CH3:6])[CH3:1])=[C:28]([NH2:30])[N:29]=[C:24]([N:17]2[C:18]3[C:23](=[CH:22][CH:21]=[CH:20][CH:19]=3)[C:15]([S:14][C:9]3[CH:10]=[CH:11][CH:12]=[CH:13][C:8]=3[F:7])=[N:16]2)[N:25]=1, predict the reactants needed to synthesize it. The reactants are: [CH3:1][CH:2]([CH3:6])[C:3](Cl)=[O:4].[F:7][C:8]1[CH:13]=[CH:12][CH:11]=[CH:10][C:9]=1[S:14][C:15]1[C:23]2[C:18](=[CH:19][CH:20]=[CH:21][CH:22]=2)[N:17]([C:24]2[N:29]=[C:28]([NH2:30])[C:27]([NH2:31])=[C:26]([NH2:32])[N:25]=2)[N:16]=1. (9) Given the product [CH3:1][O:2][C:3]([C:5]1[CH:14]=[C:13]([OH:15])[C:12]2[C:7](=[C:8]([O:17][CH2:18][C:19]3[CH:24]=[CH:23][CH:22]=[CH:21][CH:20]=3)[CH:9]=[C:10]([C:40]3[CH:39]=[CH:38][C:37]([Cl:36])=[C:42]([Cl:43])[CH:41]=3)[CH:11]=2)[N:6]=1)=[O:4], predict the reactants needed to synthesize it. The reactants are: [CH3:1][O:2][C:3]([C:5]1[CH:14]=[C:13]([OH:15])[C:12]2[C:7](=[C:8]([O:17][CH2:18][C:19]3[CH:24]=[CH:23][CH:22]=[CH:21][CH:20]=3)[CH:9]=[C:10](Br)[CH:11]=2)[N:6]=1)=[O:4].COC1C=CC(B(O)O)=CC=1.[Cl:36][C:37]1[CH:38]=[C:39](B(O)O)[CH:40]=[CH:41][C:42]=1[Cl:43]. (10) Given the product [C:49]([O:48][C:47]([NH:46][C@@H:35]1[C:36]2[C:37](=[N:38][CH:39]=[CH:40][CH:41]=2)/[C:42](=[CH:6]/[C:1]([O:3][CH2:4][CH3:5])=[O:2])/[CH2:43][CH2:44][C@H:34]1[C:28]1[CH:29]=[CH:30][CH:31]=[C:32]([F:33])[C:27]=1[F:26])=[O:53])([CH3:51])([CH3:52])[CH3:50], predict the reactants needed to synthesize it. The reactants are: [C:1]([CH:6]=P(C1C=CC=CC=1)(C1C=CC=CC=1)C1C=CC=CC=1)([O:3][CH2:4][CH3:5])=[O:2].[F:26][C:27]1[C:32]([F:33])=[CH:31][CH:30]=[CH:29][C:28]=1[C@@H:34]1[CH2:44][CH2:43][C:42](=O)[C:37]2=[N:38][CH:39]=[CH:40][CH:41]=[C:36]2[C@H:35]1[NH:46][C:47](=[O:53])[O:48][C:49]([CH3:52])([CH3:51])[CH3:50].